Dataset: Catalyst prediction with 721,799 reactions and 888 catalyst types from USPTO. Task: Predict which catalyst facilitates the given reaction. Reactant: [CH2:1]([Li])CCC.C(NC(C)C)(C)C.[CH3:13][O:14][C:15](=[O:25])[CH2:16][C:17]1[CH:22]=[C:21]([Cl:23])[CH:20]=[CH:19][C:18]=1[Br:24].IC. Product: [Br:24][C:18]1[CH:19]=[CH:20][C:21]([Cl:23])=[CH:22][C:17]=1[CH:16]([CH3:1])[C:15]([O:14][CH3:13])=[O:25]. The catalyst class is: 7.